The task is: Predict the reactants needed to synthesize the given product.. This data is from Full USPTO retrosynthesis dataset with 1.9M reactions from patents (1976-2016). (1) Given the product [C:1]([O:5][C:6]([N:8]1[CH2:13][CH2:12][C:11](=[CH:14][C:15]2[O:24][C:17]3[CH:23]=[CH:22][CH:21]=[CH:20][C:18]=3[CH:19]=2)[CH2:10][CH2:9]1)=[O:7])([CH3:4])([CH3:3])[CH3:2], predict the reactants needed to synthesize it. The reactants are: [C:1]([O:5][C:6]([N:8]1[CH2:13][CH2:12][C:11](=[CH:14][C:15]2S[C:17]3[CH:23]=[CH:22][CH:21]=[CH:20][C:18]=3[CH:19]=2)[CH2:10][CH2:9]1)=[O:7])([CH3:4])([CH3:3])[CH3:2].[O:24]1C2C=CC=CC=2C=C1B(O)O. (2) Given the product [C:1]([O:5][C:6]([N:8]1[CH2:11][CH:10]([N:12]2[C:13]3[CH:18]=[C:17]([F:19])[CH:16]=[CH:15][C:14]=3[N:20]=[C:21]2[C@@H:22]([NH:24][C:25]([O:27][CH2:28][C:29]2[CH:34]=[CH:33][CH:32]=[CH:31][CH:30]=2)=[O:26])[CH3:23])[CH2:9]1)=[O:7])([CH3:4])([CH3:3])[CH3:2], predict the reactants needed to synthesize it. The reactants are: [C:1]([O:5][C:6]([N:8]1[CH2:11][CH:10]([NH:12][C:13]2[CH:18]=[C:17]([F:19])[CH:16]=[CH:15][C:14]=2[NH:20][C:21](=O)[C@@H:22]([NH:24][C:25]([O:27][CH2:28][C:29]2[CH:34]=[CH:33][CH:32]=[CH:31][CH:30]=2)=[O:26])[CH3:23])[CH2:9]1)=[O:7])([CH3:4])([CH3:3])[CH3:2]. (3) Given the product [NH2:1][C:4]1[CH:5]=[CH:6][C:7]2[O:13][CH2:12][CH2:11][C:10](=[O:14])[NH:9][C:8]=2[CH:15]=1, predict the reactants needed to synthesize it. The reactants are: [N+:1]([C:4]1[CH:5]=[CH:6][C:7]2[O:13][CH2:12][CH2:11][C:10](=[O:14])[NH:9][C:8]=2[CH:15]=1)([O-])=O.CO. (4) Given the product [Br:1][C:2]1[CH:3]=[N:4][N:5]([CH:12]2[CH2:13][C:14]3([CH2:20][CH2:19][CH2:18][N:17]([C:21]([O:23][C:24]([CH3:27])([CH3:26])[CH3:25])=[O:22])[CH2:16]3)[CH2:15]2)[CH:6]=1, predict the reactants needed to synthesize it. The reactants are: [Br:1][C:2]1[CH:3]=[N:4][NH:5][CH:6]=1.CS(O[CH:12]1[CH2:15][C:14]2([CH2:20][CH2:19][CH2:18][N:17]([C:21]([O:23][C:24]([CH3:27])([CH3:26])[CH3:25])=[O:22])[CH2:16]2)[CH2:13]1)(=O)=O.C([O-])([O-])=O.[Cs+].[Cs+]. (5) The reactants are: [CH3:1][S:2]([C:4]1[CH:9]=[CH:8][C:7]([OH:10])=[CH:6][CH:5]=1)=[O:3].CN(C=O)C.Br[C:17]1[CH:18]=[CH:19][C:20]([N+:23]([O-:25])=[O:24])=[N:21][CH:22]=1. Given the product [CH3:1][S:2]([C:4]1[CH:9]=[CH:8][C:7]([O:10][C:17]2[CH:18]=[CH:19][C:20]([N+:23]([O-:25])=[O:24])=[N:21][CH:22]=2)=[CH:6][CH:5]=1)=[O:3], predict the reactants needed to synthesize it. (6) Given the product [C:1]([C:5]1[CH:6]=[CH:7][C:8]([C:11]2[C:12]3[NH:16][C:15]([C:17]([C:53]4[C:54]([CH3:61])=[CH:55][C:56]([CH3:60])=[CH:57][C:58]=4[CH3:59])=[C:18]4[N:52]=[C:21]([C:22]([C:42]5[CH:47]=[CH:46][C:45]([C:48]([CH3:51])([CH3:50])[CH3:49])=[CH:44][CH:43]=5)=[C:23]5[NH:41][C:26](=[C:27]([CH:33]=[O:34])[C:28]6[CH:29]=[CH:30][C:31]=2[N:32]=6)[CH:25]=[CH:24]5)[CH:20]=[CH:19]4)=[CH:14][CH:13]=3)=[CH:9][CH:10]=1)([CH3:4])([CH3:2])[CH3:3], predict the reactants needed to synthesize it. The reactants are: [C:1]([C:5]1[CH:10]=[CH:9][C:8]([C:11]2[C:12]3[NH:16][C:15]([C:17]([C:53]4[C:58]([CH3:59])=[CH:57][C:56]([CH3:60])=[CH:55][C:54]=4[CH3:61])=[C:18]4[N:52]=[C:21]([C:22]([C:42]5[CH:47]=[CH:46][C:45]([C:48]([CH3:51])([CH3:50])[CH3:49])=[CH:44][CH:43]=5)=[C:23]5[NH:41][C:26](=[C:27]([CH:33]6OCC(C)(C)C[O:34]6)[C:28]6[CH:29]=[CH:30][C:31]=2[N:32]=6)[CH:25]=[CH:24]5)[CH:20]=[CH:19]4)=[CH:14][CH:13]=3)=[CH:7][CH:6]=1)([CH3:4])([CH3:3])[CH3:2].C(O)(C(F)(F)F)=O.O.